This data is from NCI-60 drug combinations with 297,098 pairs across 59 cell lines. The task is: Regression. Given two drug SMILES strings and cell line genomic features, predict the synergy score measuring deviation from expected non-interaction effect. (1) Drug 1: C1=CC(=CC=C1CCC2=CNC3=C2C(=O)NC(=N3)N)C(=O)NC(CCC(=O)O)C(=O)O. Drug 2: C1=CC(=CC=C1CCCC(=O)O)N(CCCl)CCCl. Cell line: NCIH23. Synergy scores: CSS=38.7, Synergy_ZIP=-3.92, Synergy_Bliss=-7.97, Synergy_Loewe=-7.16, Synergy_HSA=-6.86. (2) Drug 1: CC1=C(C=C(C=C1)NC2=NC=CC(=N2)N(C)C3=CC4=NN(C(=C4C=C3)C)C)S(=O)(=O)N.Cl. Drug 2: CC1=C(C=C(C=C1)NC(=O)C2=CC=C(C=C2)CN3CCN(CC3)C)NC4=NC=CC(=N4)C5=CN=CC=C5. Cell line: SK-MEL-2. Synergy scores: CSS=1.07, Synergy_ZIP=1.12, Synergy_Bliss=0.555, Synergy_Loewe=-3.38, Synergy_HSA=-3.03. (3) Drug 1: C1=CC(=C2C(=C1NCCNCCO)C(=O)C3=C(C=CC(=C3C2=O)O)O)NCCNCCO. Drug 2: CC1C(C(CC(O1)OC2CC(CC3=C2C(=C4C(=C3O)C(=O)C5=CC=CC=C5C4=O)O)(C(=O)C)O)N)O. Cell line: NCI/ADR-RES. Synergy scores: CSS=14.3, Synergy_ZIP=-6.00, Synergy_Bliss=2.10, Synergy_Loewe=-2.15, Synergy_HSA=0.0379. (4) Synergy scores: CSS=54.6, Synergy_ZIP=1.83, Synergy_Bliss=1.33, Synergy_Loewe=-0.190, Synergy_HSA=2.75. Drug 2: CNC(=O)C1=NC=CC(=C1)OC2=CC=C(C=C2)NC(=O)NC3=CC(=C(C=C3)Cl)C(F)(F)F. Drug 1: C1=NC2=C(N1)C(=S)N=C(N2)N. Cell line: NCI-H460. (5) Drug 1: C1=NC2=C(N=C(N=C2N1C3C(C(C(O3)CO)O)F)Cl)N. Drug 2: CC1=C2C(C(=O)C3(C(CC4C(C3C(C(C2(C)C)(CC1OC(=O)C(C(C5=CC=CC=C5)NC(=O)C6=CC=CC=C6)O)O)OC(=O)C7=CC=CC=C7)(CO4)OC(=O)C)O)C)OC(=O)C. Cell line: NCI-H522. Synergy scores: CSS=39.9, Synergy_ZIP=-2.48, Synergy_Bliss=-1.74, Synergy_Loewe=-2.88, Synergy_HSA=-1.37.